This data is from Forward reaction prediction with 1.9M reactions from USPTO patents (1976-2016). The task is: Predict the product of the given reaction. (1) The product is: [N:16]1[C:13]2[CH2:14][CH2:15][NH:10][CH2:11][C:12]=2[O:18][CH:17]=1. Given the reactants FC1C=CC(C([N:10]2[CH2:15][CH2:14][C:13]3[N:16]=[C:17](CO)[O:18][C:12]=3[CH2:11]2)=O)=CC=1.BrC1C=C(C)C=CN=1.C(=O)([O-])[O-].[Cs+].[Cs+].CN(C)CC(O)=O, predict the reaction product. (2) Given the reactants [Br:1][C:2]1[CH:16]=[CH:15][CH:14]=[CH:13][C:3]=1[O:4][C:5]1[CH:12]=[CH:11][C:8]([CH:9]=O)=[CH:7][CH:6]=1.[OH:17][C:18]1[CH:30]=[CH:29][CH:28]=[CH:27][C:19]=1[C:20](=[O:26])[NH:21][CH2:22][C:23]([OH:25])=O.[C:31]([O-])(=[O:33])[CH3:32].[Na+], predict the reaction product. The product is: [C:31]([O:17][C:18]1[CH:30]=[CH:29][CH:28]=[CH:27][C:19]=1[C:20]1[O:26][C:23](=[O:25])/[C:22](=[CH:9]/[C:8]2[CH:11]=[CH:12][C:5]([O:4][C:3]3[CH:13]=[CH:14][CH:15]=[CH:16][C:2]=3[Br:1])=[CH:6][CH:7]=2)/[N:21]=1)(=[O:33])[CH3:32].